This data is from Forward reaction prediction with 1.9M reactions from USPTO patents (1976-2016). The task is: Predict the product of the given reaction. (1) Given the reactants Br[C:2]1[CH:3]=[C:4]2[C:9](=[C:10]([O:12]COCC[Si](C)(C)C)[CH:11]=1)[N:8]=[CH:7][N:6](COCC[Si](C)(C)C)[C:5]2=[O:29].[Cl:30][C:31]1[CH:36]=[CH:35][C:34]([C:37]#[N:38])=[CH:33][C:32]=1B(O)O.C1C2C(=CC=CC=2)CCC=1B(O)O.C(=O)([O-])[O-].[K+].[K+], predict the reaction product. The product is: [Cl:30][C:31]1[CH:36]=[CH:35][C:34]([C:37]#[N:38])=[CH:33][C:32]=1[C:2]1[CH:3]=[C:4]2[C:9](=[C:10]([OH:12])[CH:11]=1)[N:8]=[CH:7][NH:6][C:5]2=[O:29]. (2) Given the reactants [CH2:1]([O:3][C:4]([C:6]1[C:7]2[CH2:23][O:22][C:21]3[CH:20]=[C:19]([O:24][CH3:25])[C:18]([CH:26]=[C:27]([CH3:29])[CH3:28])=[CH:17][C:16]=3[C:8]=2[N:9]([C:11]2[S:12][CH:13]=[CH:14][CH:15]=2)[N:10]=1)=[O:5])[CH3:2], predict the reaction product. The product is: [CH2:1]([O:3][C:4]([C:6]1[C:7]2[CH2:23][O:22][C:21]3[CH:20]=[C:19]([O:24][CH3:25])[C:18]([CH2:26][CH:27]([CH3:28])[CH3:29])=[CH:17][C:16]=3[C:8]=2[N:9]([C:11]2[S:12][CH:13]=[CH:14][CH:15]=2)[N:10]=1)=[O:5])[CH3:2]. (3) Given the reactants [CH3:1][N:2](C(ON1N=NC2C=CC=NC1=2)=[N+](C)C)[CH3:3].F[P-](F)(F)(F)(F)F.[NH2:25][C:26]1[CH:34]=[CH:33][C:29]([C:30](O)=[O:31])=[CH:28][C:27]=1[O:35][CH3:36].CCN(C(C)C)C(C)C.CNC, predict the reaction product. The product is: [NH2:25][C:26]1[CH:34]=[CH:33][C:29]([C:30]([N:2]([CH3:3])[CH3:1])=[O:31])=[CH:28][C:27]=1[O:35][CH3:36]. (4) Given the reactants [C:1]([C:4]1[CH:9]=[CH:8][C:7]([C:10]2[C:11]([CH3:52])([CH3:51])[C@H:12]3[C@:25]([CH3:28])([CH2:26][CH:27]=2)[C@@H:24]2[C@:15]([CH3:50])([C@@:16]4([CH3:49])[C@H:21]([CH2:22][CH2:23]2)[C@H:20]2[C@H:29]([C:32]([CH3:34])=[CH2:33])[CH2:30][CH2:31][C@:19]2([C:35]([NH:37][CH2:38][CH2:39][N:40](CC(O)=O)[CH2:41][C:42](O)=O)=[O:36])[CH2:18][CH2:17]4)[CH2:14][CH2:13]3)=[CH:6][CH:5]=1)([OH:3])=[O:2].BrCC[S:56]([OH:59])(=[O:58])=[O:57], predict the reaction product. The product is: [CH3:49][C@:16]12[C@@:15]3([CH3:50])[C@@H:24]([C@:25]4([CH3:28])[C@@H:12]([CH2:13][CH2:14]3)[C:11]([CH3:51])([CH3:52])[C:10]([C:7]3[CH:8]=[CH:9][C:4]([C:1]([OH:3])=[O:2])=[CH:5][CH:6]=3)=[CH:27][CH2:26]4)[CH2:23][CH2:22][C@@H:21]1[C@H:20]1[C@H:29]([C:32]([CH3:34])=[CH2:33])[CH2:30][CH2:31][C@:19]1([C:35](=[O:36])[NH:37][CH2:38][CH2:39][NH:40][CH2:41][CH2:42][S:56]([OH:59])(=[O:58])=[O:57])[CH2:18][CH2:17]2. (5) Given the reactants [NH2:1][C:2]1[CH:7]=[CH:6][N:5]=[C:4]([C:8]([C:10]2[C:14]3[CH:15]=[N:16][CH:17]=[CH:18][C:13]=3[N:12]([CH:19]([CH3:29])[CH2:20][O:21][Si](C(C)(C)C)(C)C)[CH:11]=2)=[O:9])[CH:3]=1.[F:30][C:31]([F:43])([F:42])[C:32]1[CH:33]=[C:34]([CH2:38][C:39](O)=[O:40])[CH:35]=[CH:36][CH:37]=1, predict the reaction product. The product is: [OH:21][CH2:20][CH:19]([N:12]1[C:13]2[CH:18]=[CH:17][N:16]=[CH:15][C:14]=2[C:10]([C:8]([C:4]2[CH:3]=[C:2]([NH:1][C:39](=[O:40])[CH2:38][C:34]3[CH:35]=[CH:36][CH:37]=[C:32]([C:31]([F:42])([F:30])[F:43])[CH:33]=3)[CH:7]=[CH:6][N:5]=2)=[O:9])=[CH:11]1)[CH3:29]. (6) Given the reactants Cl.[CH:2]1([NH:8][C:9]2[C:14]([CH3:15])=[C:13]([CH3:16])[N:12]=[C:11]([NH:17][CH2:18][C:19]3[CH:24]=[CH:23][CH:22]=[CH:21][N:20]=3)[N:10]=2)[CH2:7][CH2:6][CH2:5][CH2:4][CH2:3]1.[Cl:25]C1C=CN=C(CN)C=1, predict the reaction product. The product is: [Cl:25][C:23]1[CH:22]=[CH:21][N:20]=[C:19]([CH2:18][NH:17][C:11]2[N:10]=[C:9]([NH:8][CH:2]3[CH2:3][CH2:4][CH2:5][CH2:6][CH2:7]3)[C:14]([CH3:15])=[C:13]([CH3:16])[N:12]=2)[CH:24]=1. (7) Given the reactants [C:1](Cl)(=[O:3])[CH3:2].[Cl-].[Cl-].[Cl-].[Al+3].C[O:10][C:11]1[CH:19]=[C:18]2[C:14]([CH2:15][C:16](=[O:20])[NH:17]2)=[CH:13][CH:12]=1, predict the reaction product. The product is: [C:1]([C:12]1[CH:13]=[C:14]2[C:18](=[CH:19][C:11]=1[OH:10])[NH:17][C:16](=[O:20])[CH2:15]2)(=[O:3])[CH3:2].